From a dataset of Reaction yield outcomes from USPTO patents with 853,638 reactions. Predict the reaction yield, written as a fraction of the theoretical maximum amount of product (1.0 means a 100% yield; for example, 0.34 means a 34% yield). (1) The reactants are CS([O:5][C:6]1[CH:7]=[C:8]([O:20][C:21]2[CH:22]=[N:23][C:24]([S:27]([CH3:30])(=[O:29])=[O:28])=[CH:25][CH:26]=2)[CH:9]=[C:10]2[C:14]=1[NH:13][C:12]([C:15]([O:17]CC)=[O:16])=[CH:11]2)(=O)=O.[OH-].[K+]. The catalyst is O1CCCC1.C(O)C.O. The product is [OH:5][C:6]1[CH:7]=[C:8]([O:20][C:21]2[CH:22]=[N:23][C:24]([S:27]([CH3:30])(=[O:29])=[O:28])=[CH:25][CH:26]=2)[CH:9]=[C:10]2[C:14]=1[NH:13][C:12]([C:15]([OH:17])=[O:16])=[CH:11]2. The yield is 0.810. (2) The reactants are Cl.O1CCOCC1.[Cl:8][C:9]1[CH:14]=[CH:13][C:12]([CH:15]([NH:19]C(=O)OC(C)(C)C)[CH2:16][C:17]#[N:18])=[CH:11][CH:10]=1. The catalyst is C(Cl)Cl. The product is [NH2:19][CH:15]([C:12]1[CH:11]=[CH:10][C:9]([Cl:8])=[CH:14][CH:13]=1)[CH2:16][C:17]#[N:18]. The yield is 0.990. (3) The reactants are [CH2:1]([N:9]1[CH:13]=[C:12]([C:14]2[C:22]3[C:17](=[N:18][CH:19]=[C:20]([C:23]4[CH:24]=[C:25]([NH:29][CH:30]5[CH2:35][CH2:34][N:33](C(OC(C)(C)C)=O)[CH2:32][CH2:31]5)[CH:26]=[CH:27][CH:28]=4)[CH:21]=3)[NH:16][CH:15]=2)[CH:11]=[N:10]1)[CH2:2][C:3]1[CH:8]=[CH:7][CH:6]=[CH:5][CH:4]=1. The catalyst is Cl.CO. The product is [CH2:1]([N:9]1[CH:13]=[C:12]([C:14]2[C:22]3[C:17](=[N:18][CH:19]=[C:20]([C:23]4[CH:24]=[C:25]([NH:29][CH:30]5[CH2:35][CH2:34][NH:33][CH2:32][CH2:31]5)[CH:26]=[CH:27][CH:28]=4)[CH:21]=3)[NH:16][CH:15]=2)[CH:11]=[N:10]1)[CH2:2][C:3]1[CH:8]=[CH:7][CH:6]=[CH:5][CH:4]=1. The yield is 0.219. (4) The reactants are [CH3:1][C@@H:2]1[C@H:6]([C:7]2[CH:12]=[CH:11][CH:10]=[CH:9][CH:8]=2)[O:5][C:4](=[O:13])[N:3]1[C:14](=[O:17])[CH2:15][CH3:16].C(N(CC)CC)C.[O-]S(C(F)(F)F)(=O)=O.C([B+]CCCC)CCC.C(=O)=O.CC(C)=O.[C:49]([O:53][C:54]([N:56]1[CH2:62][CH2:61][CH2:60][C@H:57]1[CH:58]=[O:59])=[O:55])([CH3:52])([CH3:51])[CH3:50]. The catalyst is ClCCl. The product is [OH:59][C@@H:58]([C@@H:57]1[CH2:60][CH2:61][CH2:62][N:56]1[C:54]([O:53][C:49]([CH3:52])([CH3:50])[CH3:51])=[O:55])[C@@H:15]([CH3:16])[C:14]([N:3]1[C@H:2]([CH3:1])[C@H:6]([C:7]2[CH:8]=[CH:9][CH:10]=[CH:11][CH:12]=2)[O:5][C:4]1=[O:13])=[O:17]. The yield is 0.670.